This data is from NCI-60 drug combinations with 297,098 pairs across 59 cell lines. The task is: Regression. Given two drug SMILES strings and cell line genomic features, predict the synergy score measuring deviation from expected non-interaction effect. (1) Drug 1: CC(C1=C(C=CC(=C1Cl)F)Cl)OC2=C(N=CC(=C2)C3=CN(N=C3)C4CCNCC4)N. Drug 2: C1=C(C(=O)NC(=O)N1)F. Cell line: MOLT-4. Synergy scores: CSS=48.4, Synergy_ZIP=7.84, Synergy_Bliss=6.16, Synergy_Loewe=4.13, Synergy_HSA=6.11. (2) Drug 1: COC1=C(C=C2C(=C1)N=CN=C2NC3=CC(=C(C=C3)F)Cl)OCCCN4CCOCC4. Drug 2: CN(C)C1=NC(=NC(=N1)N(C)C)N(C)C. Cell line: NCI/ADR-RES. Synergy scores: CSS=16.4, Synergy_ZIP=-1.97, Synergy_Bliss=0.357, Synergy_Loewe=-22.2, Synergy_HSA=-1.03.